This data is from Reaction yield outcomes from USPTO patents with 853,638 reactions. The task is: Predict the reaction yield, written as a fraction of the theoretical maximum amount of product (1.0 means a 100% yield; for example, 0.34 means a 34% yield). (1) The reactants are [CH:1]1[N:5]=[CH:4][N:3]([CH2:6][C:7]([P:13]([OH:16])([OH:15])=[O:14])([P:9]([OH:12])([OH:11])=[O:10])[OH:8])[CH:2]=1.[OH-:17].[Na+:18].O. The catalyst is CO. The product is [CH:1]1[N:5]=[CH:4][N:3]([CH2:6][C:7]([P:9]([O-:12])([OH:11])=[O:10])([P:13]([O-:15])([OH:16])=[O:14])[OH:8])[CH:2]=1.[OH2:17].[OH2:8].[OH2:8].[OH2:8].[Na+:18].[Na+:18]. The yield is 0.930. (2) The reactants are Br[C:2]1[CH:3]=[C:4]([C:8]2[C:14]3[CH:15]=[C:16]([O:21][CH3:22])[C:17]([O:19][CH3:20])=[CH:18][C:13]=3[N:12]([CH3:23])[C:11](=[O:24])[CH2:10][N:9]=2)[CH:5]=[CH:6][CH:7]=1.[Cl:25][C:26]1[CH:27]=[C:28](B(O)O)[CH:29]=[CH:30][CH:31]=1.ClC1C=CC(B(O)O)=CC=1. No catalyst specified. The product is [Cl:25][C:26]1[CH:27]=[CH:28][C:29]([C:2]2[CH:7]=[CH:6][CH:5]=[C:4]([C:8]3[C:14]4[CH:15]=[C:16]([O:21][CH3:22])[C:17]([O:19][CH3:20])=[CH:18][C:13]=4[N:12]([CH3:23])[C:11](=[O:24])[CH2:10][N:9]=3)[CH:3]=2)=[CH:30][CH:31]=1. The yield is 0.270. (3) The reactants are [OH-].[Na+].Cl[CH2:4][CH2:5][CH2:6][CH2:7][C:8]1[CH:13]=[CH:12][C:11]([OH:14])=[CH:10][CH:9]=1. No catalyst specified. The product is [CH2:4]1[C:8]2([CH:13]=[CH:12][C:11](=[O:14])[CH:10]=[CH:9]2)[CH2:7][CH2:6][CH2:5]1. The yield is 0.470. (4) The reactants are [Cl:1][C:2]1[C:10]2[N:9]=[C:8]3[N:11]([C:15]4[C:16]([CH3:24])=[N:17][C:18]([N:21]([CH3:23])[CH3:22])=[CH:19][CH:20]=4)[CH2:12][CH2:13][CH2:14][N:7]3[C:6]=2[C:5]([CH:25]([OH:28])[CH2:26][CH3:27])=[CH:4][CH:3]=1.N(C(N1CCCCC1)=O)=NC(N1CCCCC1)=O.C(P)CCC.[F:52][C:53]([F:57])([F:56])[CH2:54]O. The catalyst is O1CCCC1. The product is [Cl:1][C:2]1[C:10]2[N:9]=[C:8]3[N:11]([C:15]4[CH:20]=[CH:19][C:18]([N:21]([CH3:23])[CH3:22])=[N:17][C:16]=4[CH3:24])[CH2:12][CH2:13][CH2:14][N:7]3[C:6]=2[C:5]([CH:25]([O:28][CH2:54][C:53]([F:57])([F:56])[F:52])[CH2:26][CH3:27])=[CH:4][CH:3]=1. The yield is 0.360. (5) The reactants are Cl.[Br:2][C:3]1[CH:9]=[CH:8][C:6]([NH2:7])=[CH:5][C:4]=1[C:10]([F:13])([F:12])[F:11].Cl[C:15](OC(Cl)(Cl)Cl)=[O:16]. The catalyst is C1(C)C=CC=CC=1. The product is [Br:2][C:3]1[CH:9]=[CH:8][C:6]([N:7]=[C:15]=[O:16])=[CH:5][C:4]=1[C:10]([F:11])([F:12])[F:13]. The yield is 0.860. (6) The reactants are [C:1]([Si:5]([O:8][CH:9]1[CH2:13][CH:12]=[CH:11][CH2:10]1)([CH3:7])[CH3:6])([CH3:4])([CH3:3])[CH3:2].[N+](=[CH:16][C:17]([O:19][CH2:20][CH3:21])=[O:18])=[N-]. The catalyst is CC([O-])=O.CC([O-])=O.CC([O-])=O.CC([O-])=O.[Rh+2].[Rh+2]. The product is [Si:5]([O:8][CH:9]1[CH2:13][CH:12]2[CH:11]([CH:16]2[C:17]([O:19][CH2:20][CH3:21])=[O:18])[CH2:10]1)([C:1]([CH3:4])([CH3:2])[CH3:3])([CH3:7])[CH3:6]. The yield is 0.730. (7) The product is [Br:14][C:15]1[S:16][C:17]([C:20](=[O:22])[CH2:21][C:8]([O:11][CH3:12])=[O:13])=[CH:18][CH:19]=1. No catalyst specified. The yield is 0.820. The reactants are [H-].[Na+].O1CCCC1.[C:8](=[O:13])([O:11][CH3:12])OC.[Br:14][C:15]1[S:16][C:17]([C:20](=[O:22])[CH3:21])=[CH:18][CH:19]=1. (8) The reactants are [CH2:1]([N:3]1[C:12]2[C:7](=[CH:8][C:9]([F:13])=[CH:10][CH:11]=2)[N:6]([C:14](=[O:23])[C:15]2[CH:20]=[CH:19][C:18]([O:21]C)=[CH:17][CH:16]=2)[C@H:5]([CH2:24][CH3:25])[C:4]1=[O:26])[CH3:2].C([C@H]1N(C(=O)C2C=CC(O)=CC=2)C2C(=CC(F)=CC=2)N(C)C1=O)C. No catalyst specified. The product is [CH2:1]([N:3]1[C:12]2[C:7](=[CH:8][C:9]([F:13])=[CH:10][CH:11]=2)[N:6]([C:14](=[O:23])[C:15]2[CH:20]=[CH:19][C:18]([OH:21])=[CH:17][CH:16]=2)[C@H:5]([CH2:24][CH3:25])[C:4]1=[O:26])[CH3:2]. The yield is 0.830. (9) The reactants are Cl[C:2]1[CH:3]=[CH:4][C:5]([CH3:13])=[C:6]([CH:12]=1)[C:7]([O:9][CH2:10][CH3:11])=[O:8].C(B(CC)[C:17]1[CH:18]=[N:19][CH:20]=[CH:21][CH:22]=1)C.C(=O)([O-])[O-].[Na+].[Na+].C(O)C. The catalyst is O1CCCC1.O.C([O-])(=O)C.[Pd+2].C([O-])(=O)C.C1(P(C2CCCCC2)C2C=CC=CC=2C2C=CC=CC=2N(C)C)CCCCC1. The product is [N:19]1[CH:20]=[CH:21][CH:22]=[C:17]([C:2]2[CH:3]=[CH:4][C:5]([CH3:13])=[C:6]([CH:12]=2)[C:7]([O:9][CH2:10][CH3:11])=[O:8])[CH:18]=1. The yield is 0.970. (10) The reactants are [CH:1]1([CH2:4][O:5][C:6](=[O:27])[CH:7]([C:12]2[CH:17]=[C:16]([O:18][CH2:19][CH:20]3[CH2:22][CH2:21]3)[C:15]([N+:23]([O-])=O)=[CH:14][C:13]=2[F:26])[CH2:8][CH:9]([CH3:11])[CH3:10])[CH2:3][CH2:2]1. The catalyst is CCO.[Pd]. The product is [CH:1]1([CH2:4][O:5][C:6](=[O:27])[CH:7]([C:12]2[CH:17]=[C:16]([O:18][CH2:19][CH:20]3[CH2:21][CH2:22]3)[C:15]([NH2:23])=[CH:14][C:13]=2[F:26])[CH2:8][CH:9]([CH3:11])[CH3:10])[CH2:2][CH2:3]1. The yield is 0.720.